From a dataset of Full USPTO retrosynthesis dataset with 1.9M reactions from patents (1976-2016). Predict the reactants needed to synthesize the given product. (1) Given the product [I:12][C:13]1[CH:20]=[CH:19][C:16](/[CH:17]=[CH:29]/[C:30]([O:32][C:33]([CH3:36])([CH3:35])[CH3:34])=[O:31])=[CH:15][CH:14]=1, predict the reactants needed to synthesize it. The reactants are: C1CCN2C(=NCCC2)CC1.[I:12][C:13]1[CH:20]=[CH:19][C:16]([CH:17]=O)=[CH:15][CH:14]=1.C(OP([CH2:29][C:30]([O:32][C:33]([CH3:36])([CH3:35])[CH3:34])=[O:31])(OCC)=O)C.[Cl-].[Li+]. (2) Given the product [Cl:20][C:19]1[C:14]([NH:13][C:11]([C:8]2[C:4]3[N:5]=[CH:6][N:7]=[C:2]([NH2:30])[C:3]=3[S:10][CH:9]=2)=[O:12])=[C:15]([F:29])[C:16]([NH:21][S:22]([CH2:25][CH2:26][CH2:27][F:28])(=[O:24])=[O:23])=[CH:17][CH:18]=1, predict the reactants needed to synthesize it. The reactants are: Cl[C:2]1[C:3]2[S:10][CH:9]=[C:8]([C:11]([NH:13][C:14]3[C:19]([Cl:20])=[CH:18][CH:17]=[C:16]([NH:21][S:22]([CH2:25][CH2:26][CH2:27][F:28])(=[O:24])=[O:23])[C:15]=3[F:29])=[O:12])[C:4]=2[N:5]=[CH:6][N:7]=1.[NH3:30].